From a dataset of Catalyst prediction with 721,799 reactions and 888 catalyst types from USPTO. Predict which catalyst facilitates the given reaction. (1) Reactant: [CH3:1][CH:2]([CH3:8])[C@H:3]([NH:6][CH3:7])[CH2:4][OH:5].[Cl:9][C:10]1[CH:18]=[CH:17][C:13]([C:14](Cl)=[O:15])=[CH:12][CH:11]=1.[C:19]([O-:22])([O-])=O.[Na+].[Na+]. Product: [Cl:9][C:10]1[CH:18]=[CH:17][C:13]([C:14]([O:5][CH2:4][C@@H:3]([N:6]([CH3:7])[C:19](=[O:22])[C:13]2[CH:17]=[CH:18][C:10]([Cl:9])=[CH:11][CH:12]=2)[CH:2]([CH3:8])[CH3:1])=[O:15])=[CH:12][CH:11]=1. The catalyst class is: 2. (2) The catalyst class is: 16. Reactant: CC1C=CC(S(O[CH2:12][C@H:13]2[CH2:22][CH2:21][C:20]3[C:15](=[C:16]([C:24]4[CH:29]=[CH:28][C:27]([Cl:30])=[CH:26][C:25]=4[Cl:31])[C:17]([F:23])=[CH:18][CH:19]=3)[O:14]2)(=O)=O)=CC=1.[N-:32]=[N+:33]=[N-:34].[Na+]. Product: [N:32]([CH2:12][C@H:13]1[CH2:22][CH2:21][C:20]2[C:15](=[C:16]([C:24]3[CH:29]=[CH:28][C:27]([Cl:30])=[CH:26][C:25]=3[Cl:31])[C:17]([F:23])=[CH:18][CH:19]=2)[O:14]1)=[N+:33]=[N-:34]. (3) Reactant: [O:1]1[C@@H:5]2[CH2:6][O:7][CH2:8][C@@H:4]2[C:3]([CH2:9]O)=[N:2]1.C(N(S(F)(F)[F:17])CC)C. Product: [F:17][CH2:9][C:3]1[C@H:4]2[CH2:8][O:7][CH2:6][C@H:5]2[O:1][N:2]=1. The catalyst class is: 4. (4) Reactant: Cl.[N:2]1([C:7](=[NH:9])[NH2:8])[CH:6]=[CH:5][CH:4]=N1.[F:10][C:11]([F:16])([F:15])[C:12]([OH:14])=[O:13].NCCC[CH2:21][O:22][C:23]1[C:24]2[N:37]([CH2:38][CH3:39])[C:36]([C:40]3[C:41]([NH2:45])=[N:42][O:43][N:44]=3)=[N:35][C:25]=2[C:26]([C:29]2[CH:34]=[CH:33][CH:32]=[CH:31][CH:30]=2)=[N:27][CH:28]=1.C(NC(C)C)(C)C. Product: [F:10][C:11]([F:16])([F:15])[C:12]([OH:14])=[O:13].[NH2:45][C:41]1[C:40]([C:36]2[N:37]([CH2:38][CH3:39])[C:24]3[C:23]([O:22][CH2:21][CH2:4][CH2:5][CH2:6][NH:2][C:7]([NH2:8])=[NH:9])=[CH:28][N:27]=[C:26]([C:29]4[CH:34]=[CH:33][CH:32]=[CH:31][CH:30]=4)[C:25]=3[N:35]=2)=[N:44][O:43][N:42]=1. The catalyst class is: 3. (5) Reactant: [CH:1]1([C:4]2[NH:8][C:7]3[CH:9]=[C:10]([C:27]4[C:28]([CH3:33])=[N:29][O:30][C:31]=4[CH3:32])[CH:11]=[C:12]([C:13]([C:21]4[S:22][C:23]([CH3:26])=[CH:24][N:25]=4)([C:15]4[S:16][C:17]([CH3:20])=[CH:18][N:19]=4)[OH:14])[C:6]=3[N:5]=2)[CH2:3][CH2:2]1.[S:34]1[CH:38]=[CH:37][CH:36]=[C:35]1[C:39](Cl)=[O:40].CCOC(C)=O. Product: [CH:1]1([C:4]2[N:8]([C:39]([C:35]3[S:34][CH:38]=[CH:37][CH:36]=3)=[O:40])[C:7]3[CH:9]=[C:10]([C:27]4[C:28]([CH3:33])=[N:29][O:30][C:31]=4[CH3:32])[CH:11]=[C:12]([C:13]([OH:14])([C:21]4[S:22][C:23]([CH3:26])=[CH:24][N:25]=4)[C:15]4[S:16][C:17]([CH3:20])=[CH:18][N:19]=4)[C:6]=3[N:5]=2)[CH2:3][CH2:2]1. The catalyst class is: 202. (6) Reactant: CN(C(ON1N=NC2C=CC=NC1=2)=[N+](C)C)C.F[P-](F)(F)(F)(F)F.[C:25]([N:32]1[CH2:37][CH2:36][CH:35]([NH:38][CH3:39])[CH2:34][CH2:33]1)([O:27][C:28]([CH3:31])([CH3:30])[CH3:29])=[O:26].C(N(CC)CC)C.[C:47](O)(=[O:54])[C:48]1[CH:53]=[CH:52][CH:51]=[CH:50][CH:49]=1. Product: [CH3:39][N:38]([C:47]([C:48]1[CH:53]=[CH:52][CH:51]=[CH:50][CH:49]=1)=[O:54])[CH:35]1[CH2:36][CH2:37][N:32]([C:25]([O:27][C:28]([CH3:31])([CH3:30])[CH3:29])=[O:26])[CH2:33][CH2:34]1. The catalyst class is: 2. (7) Reactant: [C:1]([O:5][C:6]([C@@H:8]1[CH2:12][CH2:11][C:10](=[O:13])[N:9]1[C:14]([O:16][C:17]([CH3:20])([CH3:19])[CH3:18])=[O:15])=[O:7])([CH3:4])([CH3:3])[CH3:2].CC(C[AlH]CC(C)C)C. Product: [C:1]([O:5][C:6]([C@@H:8]1[CH2:12][CH2:11][CH:10]([OH:13])[N:9]1[C:14]([O:16][C:17]([CH3:20])([CH3:19])[CH3:18])=[O:15])=[O:7])([CH3:4])([CH3:3])[CH3:2]. The catalyst class is: 1. (8) Reactant: [Br:1][C:2]1[CH:7]=[CH:6][C:5]([S:8](Cl)(=[O:10])=[O:9])=[CH:4][CH:3]=1.[NH:12]1[CH2:17][CH2:16][O:15][CH2:14][CH2:13]1. Product: [Br:1][C:2]1[CH:7]=[CH:6][C:5]([S:8]([N:12]2[CH2:17][CH2:16][O:15][CH2:14][CH2:13]2)(=[O:10])=[O:9])=[CH:4][CH:3]=1. The catalyst class is: 4. (9) Reactant: [Si]([O:18][CH2:19][C:20]1([CH2:23][N:24]2[CH2:29][CH2:28][CH:27]([CH2:30][CH2:31][C:32]3[C:36]4[CH:37]=[CH:38][C:39]([O:45][CH2:46][C:47]5[CH:54]=[CH:53][C:50]([C:51]#[N:52])=[CH:49][CH:48]=5)=[C:40]([CH2:41][N:42]([CH3:44])[CH3:43])[C:35]=4[O:34][N:33]=3)[CH2:26][CH2:25]2)[CH2:22][CH2:21]1)(C(C)(C)C)(C1C=CC=CC=1)C1C=CC=CC=1.[F-].C([N+](CCCC)(CCCC)CCCC)CCC.O. Product: [CH3:43][N:42]([CH2:41][C:40]1[C:35]2[O:34][N:33]=[C:32]([CH2:31][CH2:30][CH:27]3[CH2:28][CH2:29][N:24]([CH2:23][C:20]4([CH2:19][OH:18])[CH2:21][CH2:22]4)[CH2:25][CH2:26]3)[C:36]=2[CH:37]=[CH:38][C:39]=1[O:45][CH2:46][C:47]1[CH:48]=[CH:49][C:50]([C:51]#[N:52])=[CH:53][CH:54]=1)[CH3:44]. The catalyst class is: 7. (10) Reactant: [Cl:1][C:2]1[CH:3]=[C:4]([C:12]2[O:16][N:15]=[C:14]([C:17]3[CH:18]=[CH:19][CH:20]=[C:21]4[C:25]=3[N:24]([CH3:26])[CH:23]=[C:22]4[CH2:27][CH2:28][OH:29])[N:13]=2)[CH:5]=[CH:6][C:7]=1[O:8][CH:9]([CH3:11])[CH3:10].CCN(CC)CC.[CH3:37][C:38]1[CH:43]=[CH:42][C:41]([S:44](Cl)(=[O:46])=[O:45])=[CH:40][CH:39]=1. Product: [CH3:37][C:38]1[CH:43]=[CH:42][C:41]([S:44]([O:29][CH2:28][CH2:27][C:22]2[C:21]3[C:25](=[C:17]([C:14]4[N:13]=[C:12]([C:4]5[CH:5]=[CH:6][C:7]([O:8][CH:9]([CH3:10])[CH3:11])=[C:2]([Cl:1])[CH:3]=5)[O:16][N:15]=4)[CH:18]=[CH:19][CH:20]=3)[N:24]([CH3:26])[CH:23]=2)(=[O:46])=[O:45])=[CH:40][CH:39]=1. The catalyst class is: 79.